This data is from Full USPTO retrosynthesis dataset with 1.9M reactions from patents (1976-2016). The task is: Predict the reactants needed to synthesize the given product. (1) Given the product [CH2:7]([O:6][C:4](=[O:5])/[CH:9]=[CH:33]/[C:32]1[CH:31]=[C:30]([Cl:29])[N:37]=[C:36]([Cl:38])[CH:35]=1)[CH3:8], predict the reactants needed to synthesize it. The reactants are: [H-].[Na+].[Br-].[C:4]([CH2:9][P+](C1C=CC=CC=1)(C1C=CC=CC=1)C1C=CC=CC=1)([O:6][CH2:7][CH3:8])=[O:5].[Cl:29][C:30]1[CH:31]=[C:32]([CH:35]=[C:36]([Cl:38])[N:37]=1)[CH:33]=O.Cl. (2) Given the product [CH:28]1([NH:30][C:21]([C:15]2[N:14]=[N:13][N:12]([C:9]3[CH:8]=[CH:7][C:6]([C:4]([NH:3][CH2:1][CH3:2])=[O:5])=[CH:11][CH:10]=3)[C:16]=2[CH2:17][CH:18]([CH3:20])[CH3:19])=[O:23])[CH2:29][CH2:27]1, predict the reactants needed to synthesize it. The reactants are: [CH2:1]([NH:3][C:4]([C:6]1[CH:11]=[CH:10][C:9]([N:12]2[C:16]([CH2:17][CH:18]([CH3:20])[CH3:19])=[C:15]([C:21]([OH:23])=O)[N:14]=[N:13]2)=[CH:8][CH:7]=1)=[O:5])[CH3:2].C1C=C[C:27]2N(O)N=[N:30][C:28]=2[CH:29]=1.C1(N)CC1.CCN=C=NCCCN(C)C. (3) The reactants are: C([O:4][CH2:5][C@@H:6]1[CH2:11][CH2:10][CH2:9][C@H:8]([C:12]#[N:13])[O:7]1)(=O)C.CCN(CC)CC. Given the product [OH:4][CH2:5][C@H:6]1[O:7][C@@H:8]([C:12]#[N:13])[CH2:9][CH2:10][CH2:11]1, predict the reactants needed to synthesize it.